This data is from Reaction yield outcomes from USPTO patents with 853,638 reactions. The task is: Predict the reaction yield, written as a fraction of the theoretical maximum amount of product (1.0 means a 100% yield; for example, 0.34 means a 34% yield). (1) The reactants are [CH3:1][NH:2][S:3]([C:6]1[CH:11]=[CH:10][CH:9]=[C:8]([N+:12]([O-])=O)[CH:7]=1)(=[O:5])=[O:4]. The catalyst is C(OCC)(=O)C.[Pd]. The product is [NH2:12][C:8]1[CH:7]=[C:6]([S:3]([NH:2][CH3:1])(=[O:5])=[O:4])[CH:11]=[CH:10][CH:9]=1. The yield is 0.580. (2) The reactants are Br[C:2]1[CH:3]=[C:4]([C:9]([NH:12][C:13](=[O:23])[O:14][CH:15]2[CH:20]3[CH2:21][CH2:22][N:17]([CH2:18][CH2:19]3)[CH2:16]2)([CH3:11])[CH3:10])[CH:5]=[CH:6][C:7]=1[F:8].[O:24]1[CH:28]=[CH:27][C:26](B(O)O)=[CH:25]1. The catalyst is C1C=CC(/C=C/C(/C=C/C2C=CC=CC=2)=O)=CC=1.C1C=CC(/C=C/C(/C=C/C2C=CC=CC=2)=O)=CC=1.C1C=CC(/C=C/C(/C=C/C2C=CC=CC=2)=O)=CC=1.[Pd].[Pd]. The product is [F:8][C:7]1[CH:6]=[CH:5][C:4]([C:9]([NH:12][C:13](=[O:23])[O:14][CH:15]2[CH:20]3[CH2:21][CH2:22][N:17]([CH2:18][CH2:19]3)[CH2:16]2)([CH3:11])[CH3:10])=[CH:3][C:2]=1[C:26]1[CH:27]=[CH:28][O:24][CH:25]=1. The yield is 0.440. (3) The reactants are [C:1]([Si:5]([O:8][CH:9]([CH2:14][CH2:15][C:16]1[CH:21]=[CH:20][C:19]([C:22]([CH2:41][CH3:42])([C:25]2[CH:30]=[CH:29][C:28](B3OC(C)(C)C(C)(C)O3)=[C:27]([CH3:40])[CH:26]=2)[CH2:23][CH3:24])=[CH:18][C:17]=1[CH3:43])[C:10]([CH3:13])([CH3:12])[CH3:11])([CH3:7])[CH3:6])([CH3:4])([CH3:3])[CH3:2].[CH3:44][O:45][C:46](=[O:80])[CH2:47][C:48]1[CH:53]=[C:52]([O:54]S(C(F)(F)F)(=O)=O)[CH:51]=[C:50](O[Si](C(C)(C)C)(C2C=CC=CC=2)C2C=CC=CC=2)[CH:49]=1.P([O-])([O-])([O-])=O.[K+].[K+].[K+].[Cl-].[NH4+]. The catalyst is C1C=CC([P]([Pd]([P](C2C=CC=CC=2)(C2C=CC=CC=2)C2C=CC=CC=2)([P](C2C=CC=CC=2)(C2C=CC=CC=2)C2C=CC=CC=2)[P](C2C=CC=CC=2)(C2C=CC=CC=2)C2C=CC=CC=2)(C2C=CC=CC=2)C2C=CC=CC=2)=CC=1. The product is [CH3:44][O:45][C:46](=[O:80])[CH2:47][C:48]1[CH:49]=[C:50]([C:28]2[CH:29]=[CH:30][C:25]([C:22]([C:19]3[CH:20]=[CH:21][C:16]([CH2:15][CH2:14][CH:9]([O:8][Si:5]([C:1]([CH3:4])([CH3:3])[CH3:2])([CH3:6])[CH3:7])[C:10]([CH3:13])([CH3:12])[CH3:11])=[C:17]([CH3:43])[CH:18]=3)([CH2:23][CH3:24])[CH2:41][CH3:42])=[CH:26][C:27]=2[CH3:40])[CH:51]=[C:52]([OH:54])[CH:53]=1. The yield is 0.860. (4) The reactants are [Br:1][C:2]1[CH:7]=[CH:6][CH:5]=[CH:4][C:3]=1[O:8][CH3:9].[Cl:10][S:11](O)(=[O:13])=[O:12]. The catalyst is C(Cl)(Cl)Cl. The product is [Br:1][C:2]1[CH:7]=[C:6]([S:11]([Cl:10])(=[O:13])=[O:12])[CH:5]=[CH:4][C:3]=1[O:8][CH3:9]. The yield is 0.980. (5) The reactants are [F:1][C:2]1[CH:3]=[C:4]([C@:15]([NH:30][S@@](C(C)(C)C)=O)([C:23]2[CH:28]=[CH:27][C:26]([F:29])=[CH:25][CH:24]=2)[CH2:16][C:17]2[CH:22]=[CH:21][CH:20]=[CH:19][CH:18]=2)[CH:5]=[C:6]([O:8][C:9]([F:14])([F:13])[CH:10]([F:12])[F:11])[CH:7]=1.CO. The catalyst is Cl.O1CCOCC1. The product is [F:1][C:2]1[CH:3]=[C:4]([C@@:15]([C:23]2[CH:28]=[CH:27][C:26]([F:29])=[CH:25][CH:24]=2)([NH2:30])[CH2:16][C:17]2[CH:22]=[CH:21][CH:20]=[CH:19][CH:18]=2)[CH:5]=[C:6]([O:8][C:9]([F:14])([F:13])[CH:10]([F:12])[F:11])[CH:7]=1. The yield is 0.900. (6) The reactants are [CH2:1]([C:8]1[O:12][C:11]([CH:13]=O)=[CH:10][CH:9]=1)[C:2]1[CH:7]=[CH:6][CH:5]=[CH:4][CH:3]=1.[NH3:15].CO. The catalyst is [Ni]. The product is [CH2:1]([C:8]1[O:12][C:11]([CH2:13][NH2:15])=[CH:10][CH:9]=1)[C:2]1[CH:7]=[CH:6][CH:5]=[CH:4][CH:3]=1. The yield is 0.658. (7) The reactants are Cl[C:2]([C@@H:4]1[CH2:9][CH2:8][CH2:7][N:6]([C:10]([O:12][CH2:13][CH:14]2[C:26]3[CH:25]=[CH:24][CH:23]=[CH:22][C:21]=3[C:20]3[C:15]2=[CH:16][CH:17]=[CH:18][CH:19]=3)=[O:11])[CH2:5]1)=[O:3].[CH3:27][Si](C=[N+]=[N-])(C)C.C1COCC1.CC#N.[BrH:42]. The catalyst is C1COCC1.CC#N. The product is [Br:42][CH2:27][C:2]([C@@H:4]1[CH2:9][CH2:8][CH2:7][N:6]([C:10]([O:12][CH2:13][CH:14]2[C:26]3[CH:25]=[CH:24][CH:23]=[CH:22][C:21]=3[C:20]3[C:15]2=[CH:16][CH:17]=[CH:18][CH:19]=3)=[O:11])[CH2:5]1)=[O:3]. The yield is 0.920.